Task: Predict the product of the given reaction.. Dataset: Forward reaction prediction with 1.9M reactions from USPTO patents (1976-2016) (1) The product is: [CH3:1][O:2][C:3](=[O:18])[C:4]1[CH:9]=[C:8]([N:30]2[CH:31]=[C:27]([C:24]3[CH:23]=[CH:22][C:21]([O:20][CH3:19])=[CH:26][CH:25]=3)[N:28]=[CH:29]2)[C:7]([C:11]([F:14])([F:13])[F:12])=[CH:6][C:5]=1[N+:15]([O-:17])=[O:16]. Given the reactants [CH3:1][O:2][C:3](=[O:18])[C:4]1[CH:9]=[C:8](F)[C:7]([C:11]([F:14])([F:13])[F:12])=[CH:6][C:5]=1[N+:15]([O-:17])=[O:16].[CH3:19][O:20][C:21]1[CH:26]=[CH:25][C:24]([C:27]2[N:28]=[CH:29][NH:30][CH:31]=2)=[CH:23][CH:22]=1.C(OCC)(=O)C.O, predict the reaction product. (2) The product is: [CH2:23]([C:19]([OH:18])([C:25]([NH:26][CH2:27][C:28]([F:30])([F:29])[F:31])=[O:32])[C:20]([NH:1][C@@H:2]1[C:8](=[O:9])[NH:7][C:6]2[CH:10]=[CH:11][CH:12]=[CH:13][C:5]=2[C:4]2[CH:14]=[CH:15][CH:16]=[CH:17][C:3]1=2)=[O:21])[CH3:24]. Given the reactants [NH2:1][C@@H:2]1[C:8](=[O:9])[NH:7][C:6]2[CH:10]=[CH:11][CH:12]=[CH:13][C:5]=2[C:4]2[CH:14]=[CH:15][CH:16]=[CH:17][C:3]1=2.[OH:18][C:19]([C:25](=[O:32])[NH:26][CH2:27][C:28]([F:31])([F:30])[F:29])([CH2:23][CH3:24])[C:20](O)=[O:21].O.ON1C2C=CC=CC=2N=N1.C(N(C(C)C)CC)(C)C.Cl.CN(C)CCCN=C=NCC, predict the reaction product. (3) Given the reactants Br[C:2]1[C:7]([CH3:8])=[CH:6][C:5]([N+:9]([O-:11])=[O:10])=[CH:4][N:3]=1.[CH:12]([O:15][C:16]1[CH:17]=[C:18](B(O)O)[CH:19]=[CH:20][CH:21]=1)([CH3:14])[CH3:13], predict the reaction product. The product is: [CH:12]([O:15][C:16]1[CH:21]=[C:20]([C:2]2[C:7]([CH3:8])=[CH:6][C:5]([N+:9]([O-:11])=[O:10])=[CH:4][N:3]=2)[CH:19]=[CH:18][CH:17]=1)([CH3:14])[CH3:13]. (4) Given the reactants [N+:1]([C:4]1[CH:9]=[CH:8][C:7](Br)=[CH:6][N:5]=1)([O-:3])=[O:2].[C:11]([N:18]1[CH2:23][CH2:22][NH:21][CH2:20][CH2:19]1)([O:13][C:14]([CH3:17])([CH3:16])[CH3:15])=[O:12].C(=O)([O-])[O-].[K+].[K+].O, predict the reaction product. The product is: [N+:1]([C:4]1[N:5]=[CH:6][C:7]([N:21]2[CH2:20][CH2:19][N:18]([C:11]([O:13][C:14]([CH3:17])([CH3:16])[CH3:15])=[O:12])[CH2:23][CH2:22]2)=[CH:8][CH:9]=1)([O-:3])=[O:2]. (5) Given the reactants [CH3:1][N:2]([CH3:15])[CH2:3][CH2:4][O:5][C:6]1[CH:11]=[CH:10][CH:9]=[CH:8][C:7]=1[N+:12]([O-])=O, predict the reaction product. The product is: [CH3:1][N:2]([CH3:15])[CH2:3][CH2:4][O:5][C:6]1[CH:11]=[CH:10][CH:9]=[CH:8][C:7]=1[NH2:12]. (6) Given the reactants CC(C1C=C(C(C)C)C(C2C(P(C3CCCCC3)C3CCCCC3)=C(OC)C=CC=2OC)=C(C(C)C)C=1)C.Cl[C:40]1[N:45]=[CH:44][C:43]([C:46]2([C:49]#[N:50])[CH2:48][CH2:47]2)=[CH:42][CH:41]=1.[NH2:51][C:52]1[CH:53]=[C:54]([CH:65]=[CH:66][N:67]=1)[C:55]([NH:57][C:58]1[CH:59]=[N:60][CH:61]=[C:62]([Br:64])[CH:63]=1)=[O:56].C([O-])([O-])=O.[K+].[K+], predict the reaction product. The product is: [Br:64][C:62]1[CH:63]=[C:58]([NH:57][C:55](=[O:56])[C:54]2[CH:65]=[CH:66][N:67]=[C:52]([NH:51][C:40]3[CH:41]=[CH:42][C:43]([C:46]4([C:49]#[N:50])[CH2:48][CH2:47]4)=[CH:44][N:45]=3)[CH:53]=2)[CH:59]=[N:60][CH:61]=1. (7) Given the reactants [C:1]([C:4]1[C:12]2[C:7](=[CH:8][CH:9]=[C:10]([C:13]([O:15]C)=[O:14])[CH:11]=2)[N:6]([CH2:17][C:18]([OH:20])=O)[N:5]=1)(=[O:3])[NH2:2].Cl.[Br:22][C:23]1[N:28]=[C:27]([NH:29][C:30]([C@@H:32]2[CH2:36][C@@H:35]([F:37])[CH2:34][NH:33]2)=[O:31])[CH:26]=[CH:25][CH:24]=1, predict the reaction product. The product is: [Br:22][C:23]1[N:28]=[C:27]([NH:29][C:30]([C@@H:32]2[CH2:36][C@@H:35]([F:37])[CH2:34][N:33]2[C:18](=[O:20])[CH2:17][N:6]2[C:7]3[C:12](=[CH:11][C:10]([C:13]([OH:15])=[O:14])=[CH:9][CH:8]=3)[C:4]([C:1](=[O:3])[NH2:2])=[N:5]2)=[O:31])[CH:26]=[CH:25][CH:24]=1.